This data is from Tox21: 12 toxicity assays (nuclear receptors and stress response pathways). The task is: Binary classification across 12 toxicity assays. The drug is Oc1ccc(-c2ccccc2)c(Cl)c1. It tested positive (active) for: NR-AR (Androgen Receptor agonist activity), NR-ER (Estrogen Receptor agonist activity), SR-ARE (Antioxidant Response Element (oxidative stress)), and SR-MMP (Mitochondrial Membrane Potential disruption).